This data is from Reaction yield outcomes from USPTO patents with 853,638 reactions. The task is: Predict the reaction yield, written as a fraction of the theoretical maximum amount of product (1.0 means a 100% yield; for example, 0.34 means a 34% yield). (1) The reactants are [N:1]1[C:5]2[CH:6]=[CH:7][CH:8]=[CH:9][C:4]=2[NH:3][CH:2]=1.Br[CH2:11][CH:12]([OH:15])[CH2:13][OH:14].C(=O)([O-])[O-].[K+].[K+]. The catalyst is C(#N)C. The product is [N:1]1([CH:13]([OH:14])[CH:12]([OH:15])[CH3:11])[C:5]2[CH:6]=[CH:7][CH:8]=[CH:9][C:4]=2[N:3]=[CH:2]1. The yield is 0.690. (2) The reactants are F.F.F.C(N(CC)CC)C.[Si]([O:28][CH2:29][C@H:30]1[O:34][C@@H:33]([N:35]2[CH:42]=[C:41]([CH3:43])[C:39](=[O:40])[NH:38][C:36]2=[O:37])[C@H:32]([O:44][CH2:45][CH2:46][O:47][N:48]([CH3:50])[CH3:49])[C@@H:31]1[OH:51])(C(C)(C)C)(C1C=CC=CC=1)C1C=CC=CC=1.CO. The catalyst is C1COCC1.C(Cl)Cl. The product is [CH3:49][N:48]([CH3:50])[O:47][CH2:46][CH2:45][O:44][C@@H:32]1[C@H:31]([OH:51])[C@@H:30]([CH2:29][OH:28])[O:34][C@H:33]1[N:35]1[CH:42]=[C:41]([CH3:43])[C:39](=[O:40])[NH:38][C:36]1=[O:37]. The yield is 0.925. (3) The reactants are [C:1]([O:5][C:6]([N:8](C(OC(C)(C)C)=O)[C:9]1[O:10][CH2:11][C:12]([F:25])([F:24])[C@:13]([C@H:16]2[CH2:18][C@@H:17]2[C:19]([O:21]CC)=[O:20])([CH3:15])[N:14]=1)=[O:7])([CH3:4])([CH3:3])[CH3:2].[OH-].[Na+].Cl. The catalyst is C(O)C. The product is [C:1]([O:5][C:6]([NH:8][C:9]1[O:10][CH2:11][C:12]([F:24])([F:25])[C@:13]([C@H:16]2[CH2:18][C@@H:17]2[C:19]([OH:21])=[O:20])([CH3:15])[N:14]=1)=[O:7])([CH3:2])([CH3:3])[CH3:4]. The yield is 0.640. (4) The yield is 0.100. The reactants are [CH3:1][N:2]1[CH:6]=[CH:5][N:4]=[C:3]1/[CH:7]=[N:8]/[C:9]1[CH:17]=[CH:16][CH:15]=[C:14]2[C:10]=1[CH2:11][O:12][C:13]2=[O:18].[F:19][C:20]1[CH:27]=[CH:26][C:23]([CH:24]=[O:25])=[CH:22][CH:21]=1.[O-:28][CH2:29][CH3:30].[Na+].C(O)C. The catalyst is C(OCC)(=O)CC. The product is [F:19][C:20]1[CH:27]=[CH:26][C:23]([C:24]2([OH:25])[C:29](=[O:28])[C:30]3[C:14]([C:13]([O:12][CH2:11][CH3:10])=[O:18])=[CH:15][CH:16]=[CH:17][C:9]=3[NH:8][CH:7]2[C:3]2[N:2]([CH3:1])[CH:6]=[CH:5][N:4]=2)=[CH:22][CH:21]=1. (5) The product is [OH:3][C:1]1[C:4]2[C:9](=[C:8]([CH3:20])[C:7]([O:21][CH3:22])=[CH:6][CH:5]=2)[N:10]=[C:11]([C:13]2[CH:18]=[CH:17][CH:16]=[C:15]([CH3:19])[N:14]=2)[CH:2]=1. The reactants are [C:1]([C:4]1[C:9]([NH:10][C:11]([C:13]2[CH:18]=[CH:17][CH:16]=[C:15]([CH3:19])[N:14]=2)=O)=[C:8]([CH3:20])[C:7]([O:21][CH3:22])=[CH:6][CH:5]=1)(=[O:3])[CH3:2].[OH-].[K+].O. The catalyst is N1C=CC=CC=1. The yield is 0.950.